Regression. Given two drug SMILES strings and cell line genomic features, predict the synergy score measuring deviation from expected non-interaction effect. From a dataset of NCI-60 drug combinations with 297,098 pairs across 59 cell lines. (1) Drug 1: C1CCC(C1)C(CC#N)N2C=C(C=N2)C3=C4C=CNC4=NC=N3. Drug 2: COC1=C2C(=CC3=C1OC=C3)C=CC(=O)O2. Cell line: OVCAR3. Synergy scores: CSS=-5.67, Synergy_ZIP=8.06, Synergy_Bliss=10.7, Synergy_Loewe=0.451, Synergy_HSA=-0.959. (2) Drug 1: C1CC(=O)NC(=O)C1N2CC3=C(C2=O)C=CC=C3N. Synergy scores: CSS=5.67, Synergy_ZIP=0.435, Synergy_Bliss=4.38, Synergy_Loewe=-3.25, Synergy_HSA=-3.22. Cell line: RPMI-8226. Drug 2: C1C(C(OC1N2C=NC3=C(N=C(N=C32)Cl)N)CO)O. (3) Drug 1: CCCS(=O)(=O)NC1=C(C(=C(C=C1)F)C(=O)C2=CNC3=C2C=C(C=N3)C4=CC=C(C=C4)Cl)F. Drug 2: CN1C(=O)N2C=NC(=C2N=N1)C(=O)N. Cell line: HL-60(TB). Synergy scores: CSS=10.6, Synergy_ZIP=12.5, Synergy_Bliss=15.3, Synergy_Loewe=-0.619, Synergy_HSA=0.475. (4) Drug 1: CC1C(C(CC(O1)OC2CC(CC3=C2C(=C4C(=C3O)C(=O)C5=C(C4=O)C(=CC=C5)OC)O)(C(=O)C)O)N)O.Cl. Drug 2: CC1=C(C=C(C=C1)NC(=O)C2=CC=C(C=C2)CN3CCN(CC3)C)NC4=NC=CC(=N4)C5=CN=CC=C5. Cell line: COLO 205. Synergy scores: CSS=28.0, Synergy_ZIP=1.57, Synergy_Bliss=2.31, Synergy_Loewe=-46.4, Synergy_HSA=-0.300.